Dataset: Tyrosyl-DNA phosphodiesterase HTS with 341,365 compounds. Task: Binary Classification. Given a drug SMILES string, predict its activity (active/inactive) in a high-throughput screening assay against a specified biological target. (1) The compound is S(=O)(=O)(N1CCCC1)c1ccc(NC(=O)COC(=O)CCN2C(=O)c3c(C2=O)cccc3)cc1. The result is 0 (inactive). (2) The compound is O=C(N1CC(Nc2ccc(C(C)C)cc2)CCC1)C1=NN(C(=O)CC1)C. The result is 0 (inactive). (3) The compound is S=C1N(C(=O)C(=C\c2c(n(c3c2cccc3)CC(=O)NCC2OCCC2)C)/C(=O)N1CC)CC. The result is 0 (inactive). (4) The compound is Clc1c(S(=O)(=O)N2CCCC2)cc(cc1)C(OCC(=O)NCCCC)=O. The result is 1 (active). (5) The molecule is S=C1N(C2(Oc3c(C(N1C(=O)c1occc1)C2)cccc3)C)c1ccccc1. The result is 0 (inactive). (6) The compound is S(c1n(C(C(=O)NC2CCCCC2)CC)c2c(n1)ccnc2)Cc1ccc(F)cc1. The result is 0 (inactive).